Task: Predict the reactants needed to synthesize the given product.. Dataset: Full USPTO retrosynthesis dataset with 1.9M reactions from patents (1976-2016) The reactants are: [OH-].[Na+].[Cl:3][C:4]1[CH:5]=[C:6]([C:12]2[CH:16]=[CH:15][N:14]([CH2:17][C@@H:18]([NH:20][C:21]([C:23]3[N:24]=[C:25]([CH3:28])[NH:26][CH:27]=3)=[O:22])[CH3:19])[N:13]=2)[CH:7]=[CH:8][C:9]=1[C:10]#[N:11].Br[CH:30]([CH3:33])[C:31]#[N:32]. Given the product [Cl:3][C:4]1[CH:5]=[C:6]([C:12]2[CH:16]=[CH:15][N:14]([CH2:17][C@@H:18]([NH:20][C:21]([C:23]3[N:24]=[C:25]([CH3:28])[N:26]([CH:30]([C:31]#[N:32])[CH3:33])[CH:27]=3)=[O:22])[CH3:19])[N:13]=2)[CH:7]=[CH:8][C:9]=1[C:10]#[N:11], predict the reactants needed to synthesize it.